This data is from Forward reaction prediction with 1.9M reactions from USPTO patents (1976-2016). The task is: Predict the product of the given reaction. (1) Given the reactants S(Cl)([Cl:3])=O.[CH2:5]([O:7][C:8]1[CH:15]=[CH:14][CH:13]=[CH:12][C:9]=1[CH2:10]O)[CH3:6], predict the reaction product. The product is: [Cl:3][CH2:10][C:9]1[CH:12]=[CH:13][CH:14]=[CH:15][C:8]=1[O:7][CH2:5][CH3:6]. (2) Given the reactants CO[CH:3](OC)[CH2:4][N:5]([C:10]1[CH:11]=[CH:12][C:13]2[CH2:16][CH:15]([C:17]#[N:18])[C:14]=2[CH:19]=1)[S:6]([CH3:9])(=[O:8])=[O:7].C([O-])(O)=O.[Na+], predict the reaction product. The product is: [CH3:9][S:6]([N:5]1[C:10]2[C:11](=[CH:12][C:13]3[CH2:16][CH:15]([C:17]#[N:18])[C:14]=3[CH:19]=2)[CH:3]=[CH:4]1)(=[O:8])=[O:7].